From a dataset of Full USPTO retrosynthesis dataset with 1.9M reactions from patents (1976-2016). Predict the reactants needed to synthesize the given product. (1) Given the product [Cl:32][C:17]1[N:16]=[C:15]2[C:20]([N:21]=[CH:22][N:14]2[C@H:8]2[C@@H:9]3[O:10][C:11]([CH3:12])([CH3:38])[O:13][C@@H:5]3[C@@H:6]([CH2:33][OH:34])[O:7]2)=[C:19]([NH:23][C:24]2[CH:29]=[CH:28][C:27]([Cl:30])=[CH:26][C:25]=2[F:31])[N:18]=1, predict the reactants needed to synthesize it. The reactants are: C(O[C@H:5]1[C@@H:9]([O:10][C:11](=[O:13])[CH3:12])[C@H:8]([N:14]2[CH:22]=[N:21][C:20]3[C:15]2=[N:16][C:17]([Cl:32])=[N:18][C:19]=3[NH:23][C:24]2[CH:29]=[CH:28][C:27]([Cl:30])=[CH:26][C:25]=2[F:31])[O:7][C@@H:6]1[CH2:33][O:34]C(=O)C)(=O)C.[CH3:38]O. (2) Given the product [NH2:11][C:9]1[N:8]=[CH:7][N:6]=[C:5]2[N:4]([CH:17]3[CH2:18][N:19]([C:21]([O:23][C:24]([CH3:27])([CH3:26])[CH3:25])=[O:22])[CH2:20]3)[N:3]=[C:2]([I:1])[C:10]=12, predict the reactants needed to synthesize it. The reactants are: [I:1][C:2]1[C:10]2[C:5](=[N:6][CH:7]=[N:8][C:9]=2[NH2:11])[NH:4][N:3]=1.CS(O[CH:17]1[CH2:20][N:19]([C:21]([O:23][C:24]([CH3:27])([CH3:26])[CH3:25])=[O:22])[CH2:18]1)(=O)=O.C(=O)([O-])[O-].[Cs+].[Cs+]. (3) Given the product [NH2:20][C:21]([NH:1][C:2]1[S:3][C:4]([C:10]2[CH:11]=[CH:12][CH:13]=[CH:14][CH:15]=2)=[CH:5][C:6]=1[C:7]([NH2:9])=[O:8])=[S:22], predict the reactants needed to synthesize it. The reactants are: [NH2:1][C:2]1[S:3][C:4]([C:10]2[CH:15]=[CH:14][CH:13]=[CH:12][CH:11]=2)=[CH:5][C:6]=1[C:7]([NH2:9])=[O:8].C[Si]([N:20]=[C:21]=[S:22])(C)C.CN(C)C=O. (4) Given the product [CH:1]1([N:4]2[CH2:10][CH2:9][CH2:8][C:7]3[CH:11]=[C:12]([NH2:15])[CH:13]=[CH:14][C:6]=3[CH2:5]2)[CH2:3][CH2:2]1, predict the reactants needed to synthesize it. The reactants are: [CH:1]1([N:4]2[CH2:10][CH2:9][CH2:8][C:7]3[CH:11]=[C:12]([NH:15]C(=O)OCC4C=CC=CC=4)[CH:13]=[CH:14][C:6]=3[CH2:5]2)[CH2:3][CH2:2]1. (5) Given the product [CH:15]1([NH:22][CH:11]2[CH2:12][CH2:13][N:8]([C:1]([O:3][C:4]([CH3:7])([CH3:6])[CH3:5])=[O:2])[CH2:9][CH2:10]2)[CH2:21][CH2:20][CH2:19][CH2:18][CH2:17][CH2:16]1, predict the reactants needed to synthesize it. The reactants are: [C:1]([N:8]1[CH2:13][CH2:12][CH2:11][CH2:10][C:9]1=O)([O:3][C:4]([CH3:7])([CH3:6])[CH3:5])=[O:2].[CH:15]1([NH2:22])[CH2:21][CH2:20][CH2:19][CH2:18][CH2:17][CH2:16]1.C(O[BH-](OC(=O)C)OC(=O)C)(=O)C.[Na+].[OH-].[Na+].